From a dataset of Reaction yield outcomes from USPTO patents with 853,638 reactions. Predict the reaction yield, written as a fraction of the theoretical maximum amount of product (1.0 means a 100% yield; for example, 0.34 means a 34% yield). (1) The reactants are [Mg].[CH3:2][Si:3]([CH3:16])([CH3:15])[C:4]1[CH:5]=[C:6](Br)[CH:7]=[C:8]([Si:10]([CH3:13])([CH3:12])[CH3:11])[CH:9]=1.[CH2:17]1[C:25]2[C:20](=[CH:21][CH:22]=[CH:23][CH:24]=2)[CH2:19][C:18]1=O.Cl.S(=O)(=O)(O)O. The catalyst is CCOCC.C(O)(=O)C.C1COCC1. The product is [CH3:2][Si:3]([CH3:16])([CH3:15])[C:4]1[CH:5]=[C:6]([C:18]2[CH2:17][C:25]3[C:20]([CH:19]=2)=[CH:21][CH:22]=[CH:23][CH:24]=3)[CH:7]=[C:8]([Si:10]([CH3:13])([CH3:12])[CH3:11])[CH:9]=1. The yield is 0.220. (2) The reactants are [Cl:1][C:2]1[N:3]=[C:4]([N:23]2[CH2:28][CH2:27][O:26][CH2:25][CH2:24]2)[C:5]2[S:10][C:9]([CH2:11][N:12]3C(=O)C4C(=CC=CC=4)C3=O)=[CH:8][C:6]=2[N:7]=1.NN.O. The catalyst is CO. The product is [Cl:1][C:2]1[N:3]=[C:4]([N:23]2[CH2:24][CH2:25][O:26][CH2:27][CH2:28]2)[C:5]2[S:10][C:9]([CH2:11][NH2:12])=[CH:8][C:6]=2[N:7]=1. The yield is 0.730. (3) The product is [O:4]([CH2:3][CH2:2][NH:17][CH:11]1[CH2:16][CH2:15][CH2:14][CH2:13][CH2:12]1)[C:5]1[CH:10]=[CH:9][CH:8]=[CH:7][CH:6]=1. The reactants are Br[CH2:2][CH2:3][O:4][C:5]1[CH:10]=[CH:9][CH:8]=[CH:7][CH:6]=1.[CH:11]1([NH2:17])[CH2:16][CH2:15][CH2:14][CH2:13][CH2:12]1.C(=O)([O-])[O-].[K+].[K+].[I-].[Na+]. The yield is 0.680. The catalyst is C(O)C. (4) The reactants are NC1C=C(C(C2C=CC(OC)=C(OC)C=2)=CC#N)C=CC=1OC.[CH2:24]([O:26][C:27]1[CH:28]=[C:29](Br)[CH:30]=[CH:31][C:32]=1[O:33][CH3:34])[CH3:25].[Mg].[CH3:37][O:38][C:39]1[CH:46]=[CH:45][C:42]([CH:43]=[O:44])=[CH:41][C:40]=1[N+:47]([O-:49])=[O:48]. No catalyst specified. The product is [CH3:37][O:38][C:39]1[CH:46]=[CH:45][C:42]([CH:43]([C:29]2[CH:30]=[CH:31][C:32]([O:33][CH3:34])=[C:27]([O:26][CH2:24][CH3:25])[CH:28]=2)[OH:44])=[CH:41][C:40]=1[N+:47]([O-:49])=[O:48]. The yield is 0.420.